The task is: Predict the reaction yield, written as a fraction of the theoretical maximum amount of product (1.0 means a 100% yield; for example, 0.34 means a 34% yield).. This data is from Reaction yield outcomes from USPTO patents with 853,638 reactions. (1) The reactants are [Br:1][C:2]1[C:3]([O:16][CH3:17])=[N:4][CH:5]=[C:6]([N+:13]([O-])=O)[C:7]=1/[CH:8]=[CH:9]/N(C)C.Cl.[OH-].[Na+]. The catalyst is [Fe].CCO. The product is [Br:1][C:2]1[C:3]([O:16][CH3:17])=[N:4][CH:5]=[C:6]2[NH:13][CH:9]=[CH:8][C:7]=12. The yield is 0.780. (2) The reactants are [OH:1][CH2:2][C:3]1[CH:4]=[N:5][C:6]2[C:11]([CH:12]=1)=[CH:10][CH:9]=[C:8]([NH:13][C:14](=[O:23])[O:15][CH2:16][C:17]1[CH:22]=[CH:21][CH:20]=[CH:19][CH:18]=1)[CH:7]=2.[H-].[Na+].Br[CH2:27][CH2:28][O:29][Si:30]([C:33]([CH3:36])([CH3:35])[CH3:34])([CH3:32])[CH3:31]. The catalyst is CN(C=O)C. The product is [Si:30]([O:29][CH2:28][CH2:27][O:1][CH2:2][C:3]1[CH:4]=[N:5][C:6]2[C:11]([CH:12]=1)=[CH:10][CH:9]=[C:8]([NH:13][C:14](=[O:23])[O:15][CH2:16][C:17]1[CH:18]=[CH:19][CH:20]=[CH:21][CH:22]=1)[CH:7]=2)([C:33]([CH3:36])([CH3:35])[CH3:34])([CH3:32])[CH3:31]. The yield is 1.20. (3) The catalyst is C1(C)C=CC=CC=1. The reactants are [S:1]1[CH:5]=[CH:4][CH:3]=[C:2]1[CH2:6]C(O)=O.C([N:12]([CH2:15]C)CC)C.C1(P(N=[N+]=[N-])(C2C=CC=CC=2)=[O:24])C=CC=CC=1. The product is [S:1]1[CH:5]=[CH:4][CH:3]=[C:2]1[CH2:6][N:12]=[C:15]=[O:24]. The yield is 0.120. (4) The reactants are [F:1][C:2]1[CH:7]=[CH:6][CH:5]=[CH:4][C:3]=1[C:8]1[C:13]([CH:14]=O)=[C:12]([NH:16][C:17]2[CH:22]=[CH:21][CH:20]=[CH:19][C:18]=2[F:23])[N:11]=[C:10]([S:24][CH3:25])[N:9]=1.[CH3:26][C:27](OC(C)=O)=[O:28]. The catalyst is N1C=CC=CC=1. The product is [F:1][C:2]1[CH:7]=[CH:6][CH:5]=[CH:4][C:3]=1[C:8]1[C:13]2[CH:14]=[CH:26][C:27](=[O:28])[N:16]([C:17]3[CH:22]=[CH:21][CH:20]=[CH:19][C:18]=3[F:23])[C:12]=2[N:11]=[C:10]([S:24][CH3:25])[N:9]=1. The yield is 0.760. (5) No catalyst specified. The product is [NH2:14][C:11]1[N:12]=[CH:13][C:8]([C:5]2[CH:4]=[CH:3][C:2]([NH:1][C:35]([NH:34][C:31]3[CH:30]=[C:29]([C:25]([CH3:28])([CH2:24][F:23])[CH2:26][F:27])[O:33][N:32]=3)=[O:43])=[C:7]([O:53][CH3:49])[CH:6]=2)=[CH:9][CH:10]=1. The reactants are [NH2:1][C:2]1[CH:7]=[CH:6][C:5]([C:8]2[CH:9]=[CH:10][C:11]([NH:14]CCN3CCOCC3)=[N:12][CH:13]=2)=[CH:4][CH:3]=1.[F:23][CH2:24][C:25]([C:29]1[O:33][N:32]=[C:31]([NH:34][C:35](=[O:43])OC2C=CC=CC=2)[CH:30]=1)([CH3:28])[CH2:26][F:27].FC(F)(F)C1([C:49]2[O:53]N=C(NC(=O)OC3C=CC=CC=3)C=2)CC1. The yield is 0.380. (6) The reactants are [F:1][CH:2]([F:32])[C:3]1[N:7]([C:8]2[N:13]=[C:12]([N:14]3[CH2:19][CH2:18][O:17][CH2:16][CH2:15]3)[N:11]=[C:10]([N:20]3[CH2:25][CH2:24][NH:23][CH2:22][CH2:21]3)[N:9]=2)[C:6]2[CH:26]=[CH:27][CH:28]=[C:29]([O:30][CH3:31])[C:5]=2[N:4]=1.Cl.Cl.[CH3:35][N:36]([CH3:49])[CH2:37][CH2:38][CH2:39][S:40](N1CCNCC1)(=[O:42])=[O:41].CCN(C(C)C)C(C)C. The catalyst is CS(C)=O.O. The product is [F:32][CH:2]([F:1])[C:3]1[N:7]([C:8]2[N:13]=[C:12]([N:14]3[CH2:15][CH2:16][O:17][CH2:18][CH2:19]3)[N:11]=[C:10]([N:20]3[CH2:25][CH2:24][N:23]([S:40]([CH2:39][CH2:38][CH2:37][N:36]([CH3:49])[CH3:35])(=[O:42])=[O:41])[CH2:22][CH2:21]3)[N:9]=2)[C:6]2[CH:26]=[CH:27][CH:28]=[C:29]([O:30][CH3:31])[C:5]=2[N:4]=1. The yield is 0.400. (7) The reactants are CO[C:3]([C:5]1[N:6]=[C:7]([C:23]#[N:24])[C:8]2[C:13]([C:14]=1[OH:15])=[CH:12][CH:11]=[C:10]([O:16][C:17]1[CH:22]=[CH:21][CH:20]=[CH:19][CH:18]=1)[CH:9]=2)=[O:4].[CH3:25][O-:26].[Na+].Cl.[OH2:29]. The catalyst is CCO. The product is [C:23]([C:7]1[C:8]2[C:13](=[CH:12][CH:11]=[C:10]([O:16][C:17]3[CH:18]=[CH:19][CH:20]=[CH:21][CH:22]=3)[CH:9]=2)[C:14]([OH:15])=[C:5]([C:3]([NH:6][CH2:5][C@H:14]([CH3:13])[C:25]([OH:29])=[O:26])=[O:4])[N:6]=1)#[N:24]. The yield is 0.280.